Predict the reactants needed to synthesize the given product. From a dataset of Full USPTO retrosynthesis dataset with 1.9M reactions from patents (1976-2016). (1) Given the product [CH2:1]([NH:8][C@H:36]1[CH2:35][CH2:34][N:33]([C:38]([O:40][C:41]([CH3:44])([CH3:43])[CH3:42])=[O:39])[CH2:32][C@H:31]1[O:30][CH2:23][C:24]1[CH:25]=[CH:26][CH:27]=[CH:28][CH:29]=1)[C:2]1[CH:7]=[CH:6][CH:5]=[CH:4][CH:3]=1, predict the reactants needed to synthesize it. The reactants are: [CH2:1]([NH2:8])[C:2]1[CH:7]=[CH:6][CH:5]=[CH:4][CH:3]=1.C(O[BH-](OC(=O)C)OC(=O)C)(=O)C.[Na+].[CH2:23]([O:30][CH:31]1[C:36](=O)[CH2:35][CH2:34][N:33]([C:38]([O:40][C:41]([CH3:44])([CH3:43])[CH3:42])=[O:39])[CH2:32]1)[C:24]1[CH:29]=[CH:28][CH:27]=[CH:26][CH:25]=1. (2) Given the product [CH:1]1([CH2:4][N:5]2[C:9]3[CH:10]=[CH:11][C:12]([OH:14])=[CH:13][C:8]=3[N:7]=[N:6]2)[CH2:2][CH2:3]1, predict the reactants needed to synthesize it. The reactants are: [CH:1]1([CH2:4][N:5]2[C:9]3[CH:10]=[CH:11][C:12]([O:14]C)=[CH:13][C:8]=3[N:7]=[N:6]2)[CH2:3][CH2:2]1.B(Br)(Br)Br.C(=O)(O)[O-].[Na+].Cl. (3) Given the product [Br:1][C:2]1[CH:3]=[C:4]2[CH:5]=[CH:6][N:7]([CH2:20][O:19][CH2:18][CH2:17][Si:14]([CH3:16])([CH3:15])[CH3:13])[C:8]2=[N:9][CH:10]=1, predict the reactants needed to synthesize it. The reactants are: [Br:1][C:2]1[CH:3]=[C:4]2[C:8](=[N:9][CH:10]=1)[NH:7][CH:6]=[CH:5]2.[H-].[Na+].[CH3:13][Si:14]([CH2:17][CH2:18][O:19][CH2:20]Cl)([CH3:16])[CH3:15]. (4) Given the product [CH2:34]([CH:31]([CH2:32][CH3:33])[CH2:30][O:29][C:16]1[CH:15]=[C:14]([S:13][C:10]2[CH:11]=[CH:12][C:7]([O:6][CH2:5][C:4]([OH:37])=[O:3])=[C:8]([CH3:36])[CH:9]=2)[CH:19]=[C:18]([C:20]#[C:21][CH2:22][N:23]2[CH2:28][CH2:27][O:26][CH2:25][CH2:24]2)[CH:17]=1)[CH3:35], predict the reactants needed to synthesize it. The reactants are: C([O:3][C:4](=[O:37])[CH2:5][O:6][C:7]1[CH:12]=[CH:11][C:10]([S:13][C:14]2[CH:19]=[C:18]([C:20]#[C:21][CH2:22][N:23]3[CH2:28][CH2:27][O:26][CH2:25][CH2:24]3)[CH:17]=[C:16]([O:29][CH2:30][CH:31]([CH2:34][CH3:35])[CH2:32][CH3:33])[CH:15]=2)=[CH:9][C:8]=1[CH3:36])C.[OH-].[Na+].Cl. (5) Given the product [F:65][C:66]1[CH:74]=[CH:73][C:69]([C:70]([N:12]2[CH2:13][CH2:14][C:9]([CH2:15][N:16]3[C:21](=[O:22])[C:20]4[S:23][N:24]=[C:25]([C:26]5[CH:31]=[CH:30][CH:29]=[CH:28][CH:27]=5)[C:19]=4[N:18]=[CH:17]3)([OH:8])[CH2:10][CH2:11]2)=[O:71])=[CH:68][CH:67]=1, predict the reactants needed to synthesize it. The reactants are: FC(F)(F)C(O)=O.[OH:8][C:9]1([CH2:15][N:16]2[C:21](=[O:22])[C:20]3[S:23][N:24]=[C:25]([C:26]4[CH:31]=[CH:30][CH:29]=[CH:28][CH:27]=4)[C:19]=3[N:18]=[CH:17]2)[CH2:14][CH2:13][NH:12][CH2:11][CH2:10]1.CN(C(ON1N=NC2C=CC=NC1=2)=[N+](C)C)C.F[P-](F)(F)(F)(F)F.CCN(C(C)C)C(C)C.[F:65][C:66]1[CH:74]=[CH:73][C:69]([C:70](O)=[O:71])=[CH:68][CH:67]=1. (6) Given the product [ClH:31].[NH:19]=[C:17]([NH:18][S:28]([CH:23]1[CH2:27][CH2:26][CH2:25][CH2:24]1)(=[O:30])=[O:29])[NH:16][CH2:15][CH2:14][CH2:13][C@@H:12]([C:20]([N:32]1[CH2:36][CH2:35][CH2:34][CH2:33]1)=[O:22])[NH2:11], predict the reactants needed to synthesize it. The reactants are: C(OC([NH:11][C@H:12]([C:20]([OH:22])=O)[CH2:13][CH2:14][CH2:15][NH:16][C:17](=[NH:19])[NH2:18])=O)C1C=CC=CC=1.[CH:23]1([S:28]([Cl:31])(=[O:30])=[O:29])[CH2:27][CH2:26][CH2:25][CH2:24]1.[NH:32]1[CH2:36][CH2:35][CH2:34][CH2:33]1.